This data is from Catalyst prediction with 721,799 reactions and 888 catalyst types from USPTO. The task is: Predict which catalyst facilitates the given reaction. (1) The catalyst class is: 19. Product: [F:1][C:2]1[CH:3]=[CH:4][C:5]([S:8]([N:11]2[C:20]3[C:15](=[CH:16][C:17]([C:21]([OH:30])([C:22]([F:23])([F:24])[F:25])[C:26]([F:27])([F:29])[F:28])=[CH:18][CH:19]=3)[CH2:14][CH2:13][C@H:12]2[CH2:31][C:32]2[O:36][C:35]([CH2:37][C:38]([OH:40])=[O:39])=[N:34][N:33]=2)(=[O:9])=[O:10])=[CH:6][CH:7]=1. Reactant: [F:1][C:2]1[CH:7]=[CH:6][C:5]([S:8]([N:11]2[C:20]3[C:15](=[CH:16][C:17]([C:21]([OH:30])([C:26]([F:29])([F:28])[F:27])[C:22]([F:25])([F:24])[F:23])=[CH:18][CH:19]=3)[CH2:14][CH2:13][C@H:12]2[CH2:31][C:32]2[O:36][C:35]([CH2:37][C:38]([O:40]CC3C=CC=CC=3)=[O:39])=[N:34][N:33]=2)(=[O:10])=[O:9])=[CH:4][CH:3]=1.OCC1(OC[C@@H](O)[C@@H](O)[C@H]1O)O. (2) Reactant: [CH3:1][CH:2]1[NH:7][CH2:6][CH2:5][N:4]([C:8]([O:10][C:11]([CH3:14])([CH3:13])[CH3:12])=[O:9])[CH2:3]1.[Cl:15][C:16]1[CH:21]=[CH:20][C:19]([CH:22](Cl)[C:23]2[CH:28]=[CH:27][C:26]([Cl:29])=[CH:25][CH:24]=2)=[CH:18][CH:17]=1.C(=O)([O-])[O-].[K+].[K+].C(#N)C. Product: [Cl:15][C:16]1[CH:17]=[CH:18][C:19]([CH:22]([C:23]2[CH:28]=[CH:27][C:26]([Cl:29])=[CH:25][CH:24]=2)[N:7]2[CH2:6][CH2:5][N:4]([C:8]([O:10][C:11]([CH3:13])([CH3:12])[CH3:14])=[O:9])[CH2:3][CH:2]2[CH3:1])=[CH:20][CH:21]=1. The catalyst class is: 6.